Dataset: Full USPTO retrosynthesis dataset with 1.9M reactions from patents (1976-2016). Task: Predict the reactants needed to synthesize the given product. (1) The reactants are: [Cl-].O[NH3+:3].[C:4](=[O:7])([O-])[OH:5].[Na+].CS(C)=O.[F:13][C:14]1[CH:15]=[C:16]([C:40]2[C:41]([C:46]#[N:47])=[CH:42][CH:43]=[CH:44][CH:45]=2)[CH:17]=[CH:18][C:19]=1[CH2:20][C:21]1[C:22](=[O:39])[N:23]([CH:33]2[CH2:38][CH2:37][CH2:36][O:35][CH2:34]2)[C:24]2[N:25]([N:30]=[CH:31][N:32]=2)[C:26]=1[CH2:27][CH2:28][CH3:29]. Given the product [F:13][C:14]1[CH:15]=[C:16]([C:40]2[CH:45]=[CH:44][CH:43]=[CH:42][C:41]=2[C:46]2[NH:3][C:4](=[O:7])[O:5][N:47]=2)[CH:17]=[CH:18][C:19]=1[CH2:20][C:21]1[C:22](=[O:39])[N:23]([CH:33]2[CH2:38][CH2:37][CH2:36][O:35][CH2:34]2)[C:24]2[N:25]([N:30]=[CH:31][N:32]=2)[C:26]=1[CH2:27][CH2:28][CH3:29], predict the reactants needed to synthesize it. (2) Given the product [CH2:25]([CH:28]1[CH2:33][CH2:32][CH2:31][CH2:30][C:29]1=[CH:15][C:16]([O:18][C:19]([CH3:22])([CH3:21])[CH3:20])=[O:17])[CH:26]=[CH2:27], predict the reactants needed to synthesize it. The reactants are: C(NC(C)C)(C)C.C([Li])CCC.C[Si](C)(C)[CH2:15][C:16]([O:18][C:19]([CH3:22])([CH3:21])[CH3:20])=[O:17].[CH2:25]([CH:28]1[CH2:33][CH2:32][CH2:31][CH2:30][C:29]1=O)[CH:26]=[CH2:27]. (3) Given the product [CH3:43][O:44][C:45]1[C:56]([N+:70]([O-:72])=[O:71])=[CH:55][C:48]2[NH:49][C:50](=[O:54])[CH2:51][N:52]([C:59](=[O:60])[C:58]([F:69])([F:68])[F:57])[CH2:53][C:47]=2[CH:46]=1, predict the reactants needed to synthesize it. The reactants are: CCCCCCCCCC(O)CC(N[C@H](C(N(C([C@@H](N)CCC(O)=O)=O)C(C(OC)OC)CC(C)C)=O)CC(N)=O)=O.[CH3:43][O:44][C:45]1[CH:56]=[CH:55][C:48]2[NH:49][C:50](=[O:54])[CH2:51][NH:52][CH2:53][C:47]=2[CH:46]=1.[F:57][C:58]([F:69])([F:68])[C:59](O[C:59](=[O:60])[C:58]([F:69])([F:68])[F:57])=[O:60].[N+:70]([O-])([O-:72])=[O:71].[K+]. (4) Given the product [NH2:27][C:28]1[N:33]=[CH:32][C:31]([C:2]2[C:3]([N:22]3[CH2:26][CH2:25][CH2:24][CH2:23]3)=[N:4][CH:5]=[C:6]([CH:21]=2)[C:7]([NH:9][C:10]2[CH:15]=[CH:14][C:13]([O:16][C:17]([F:20])([F:19])[F:18])=[CH:12][CH:11]=2)=[O:8])=[CH:30][N:29]=1, predict the reactants needed to synthesize it. The reactants are: Br[C:2]1[C:3]([N:22]2[CH2:26][CH2:25][CH2:24][CH2:23]2)=[N:4][CH:5]=[C:6]([CH:21]=1)[C:7]([NH:9][C:10]1[CH:15]=[CH:14][C:13]([O:16][C:17]([F:20])([F:19])[F:18])=[CH:12][CH:11]=1)=[O:8].[NH2:27][C:28]1[N:33]=[CH:32][C:31](B(O)O)=[CH:30][N:29]=1. (5) Given the product [CH3:13][C:10]([CH3:11])([CH3:12])[C@@H:9]([NH:8][C:1](=[O:2])[O:3][C:4]([CH3:5])([CH3:6])[CH3:7])[C:14]([N:52]1[CH2:51][CH2:50][CH:49]([N:47]2[CH2:48][C:44]3=[CH:43][N:42]=[C:41]([CH3:40])[N:45]3[C:46]2=[O:55])[CH2:54][CH2:53]1)=[O:16], predict the reactants needed to synthesize it. The reactants are: [C:1]([NH:8][C@@H:9]([C:14]([OH:16])=O)[C:10]([CH3:13])([CH3:12])[CH3:11])([O:3][C:4]([CH3:7])([CH3:6])[CH3:5])=[O:2].C1C=CC2N(O)N=NC=2C=1.CCN=C=NCCCN(C)C.Cl.Cl.[CH3:40][C:41]1[N:45]2[C:46](=[O:55])[N:47]([CH:49]3[CH2:54][CH2:53][NH:52][CH2:51][CH2:50]3)[CH2:48][C:44]2=[CH:43][N:42]=1.C1CCN2C(=NCCC2)CC1. (6) The reactants are: C[O:2][CH:3](OC)[CH2:4][NH:5][S:6]([C:9]1[C:18]2[C:13](=[C:14]([N:19]([CH3:21])[CH3:20])[CH:15]=[CH:16][CH:17]=2)[CH:12]=[CH:11][CH:10]=1)(=[O:8])=[O:7].Cl. Given the product [O:2]=[CH:3][CH2:4][NH:5][S:6]([C:9]1[C:18]2[C:13](=[C:14]([N:19]([CH3:21])[CH3:20])[CH:15]=[CH:16][CH:17]=2)[CH:12]=[CH:11][CH:10]=1)(=[O:8])=[O:7], predict the reactants needed to synthesize it.